This data is from Catalyst prediction with 721,799 reactions and 888 catalyst types from USPTO. The task is: Predict which catalyst facilitates the given reaction. (1) Reactant: [CH:1]1[C:6]([OH:7])=[CH:5][CH:4]=[C:3]([CH3:8])[CH:2]=1.C(=O)([O-])[O-].[K+].[K+].Br[CH2:16][C:17]([O:19][CH2:20][CH3:21])=[O:18]. Product: [C:3]1([CH3:8])[CH:4]=[CH:5][C:6]([O:7][CH2:16][C:17]([O:19][CH2:20][CH3:21])=[O:18])=[CH:1][CH:2]=1. The catalyst class is: 21. (2) Reactant: [OH:1][C:2]1[C:11]2[C:6](=[CH:7][C:8]([C:12]#[C:13][Si](C)(C)C)=[CH:9][CH:10]=2)[N:5]([CH3:18])[C:4](=[O:19])[C:3]=1[C:20]([NH:22][CH2:23][C:24]([O:26]C)=[O:25])=[O:21].CN(C)C=O.[F-].[Cs+].[H][H]. Product: [CH2:12]([C:8]1[CH:7]=[C:6]2[C:11]([C:2]([OH:1])=[C:3]([C:20]([NH:22][CH2:23][C:24]([OH:26])=[O:25])=[O:21])[C:4](=[O:19])[N:5]2[CH3:18])=[CH:10][CH:9]=1)[CH3:13]. The catalyst class is: 19.